From a dataset of Full USPTO retrosynthesis dataset with 1.9M reactions from patents (1976-2016). Predict the reactants needed to synthesize the given product. (1) Given the product [CH:16]([C:4]1[CH:5]=[C:6]([NH:8][C:9]2[CH:14]=[CH:13][C:12]([CH3:15])=[CH:11][CH:10]=2)[N:7]=[C:2]([N:22]2[CH2:21][CH2:20][N:19]([C:25]([O:27][C:28]([CH3:31])([CH3:30])[CH3:29])=[O:26])[CH2:24][CH2:23]2)[N:3]=1)([CH3:18])[CH3:17], predict the reactants needed to synthesize it. The reactants are: Cl[C:2]1[N:7]=[C:6]([NH:8][C:9]2[CH:14]=[CH:13][C:12]([CH3:15])=[CH:11][CH:10]=2)[CH:5]=[C:4]([CH:16]([CH3:18])[CH3:17])[N:3]=1.[N:19]1([C:25]([O:27][C:28]([CH3:31])([CH3:30])[CH3:29])=[O:26])[CH2:24][CH2:23][NH:22][CH2:21][CH2:20]1.C(N(CC)C(C)C)(C)C. (2) Given the product [F:1][C:2]([F:29])([F:28])[C:3]1[CH:4]=[C:5]([CH:21]=[C:22]([C:24]([F:27])([F:26])[F:25])[CH:23]=1)[CH2:6][N:7]1[CH2:14][CH2:13][CH2:12][O:11][C:10]2[N:15]=[CH:16][CH:17]=[C:18]([C:34]3[CH:35]=[CH:36][C:31]([F:30])=[CH:32][CH:33]=3)[C:9]=2[C:8]1=[O:20], predict the reactants needed to synthesize it. The reactants are: [F:1][C:2]([F:29])([F:28])[C:3]1[CH:4]=[C:5]([CH:21]=[C:22]([C:24]([F:27])([F:26])[F:25])[CH:23]=1)[CH2:6][N:7]1[CH2:14][CH2:13][CH2:12][O:11][C:10]2[N:15]=[CH:16][CH:17]=[C:18](I)[C:9]=2[C:8]1=[O:20].[F:30][C:31]1[CH:36]=[CH:35][C:34](B(O)O)=[CH:33][CH:32]=1.